From a dataset of Catalyst prediction with 721,799 reactions and 888 catalyst types from USPTO. Predict which catalyst facilitates the given reaction. (1) Reactant: [CH3:1][O:2][C:3]1[CH:4]=[CH:5][C:6]2[O:10][C:9]([CH:11]([NH:18][C:19]3[CH:27]=[CH:26][C:22]([C:23](O)=[O:24])=[CH:21][CH:20]=3)[CH2:12][CH2:13][CH2:14][CH2:15][S:16][CH3:17])=[C:8]([CH3:28])[C:7]=2[CH:29]=1.[CH3:30][NH:31][CH2:32][CH2:33][C:34]([O:36][CH2:37][CH3:38])=[O:35].O.ON1C2C=CC=CC=2N=N1.Cl.C(N=C=NCCCN(C)C)C.[Cl-].[NH4+]. Product: [CH3:1][O:2][C:3]1[CH:4]=[CH:5][C:6]2[O:10][C:9]([CH:11]([NH:18][C:19]3[CH:27]=[CH:26][C:22]([C:23]([N:31]([CH3:30])[CH2:32][CH2:33][C:34]([O:36][CH2:37][CH3:38])=[O:35])=[O:24])=[CH:21][CH:20]=3)[CH2:12][CH2:13][CH2:14][CH2:15][S:16][CH3:17])=[C:8]([CH3:28])[C:7]=2[CH:29]=1. The catalyst class is: 289. (2) Reactant: [F:1][C:2]1[CH:3]=[C:4]([CH:9]2[NH:14][C:13](=[O:15])[CH2:12][O:11][CH2:10]2)[CH:5]=[CH:6][C:7]=1[F:8].[H-].[Na+].Cl[C:19]([O:21][C:22]1[CH:27]=[CH:26][C:25]([N+:28]([O-:30])=[O:29])=[CH:24][CH:23]=1)=[O:20]. Product: [N+:28]([C:25]1[CH:24]=[CH:23][C:22]([O:21][C:19]([N:14]2[C:13](=[O:15])[CH2:12][O:11][CH2:10][CH:9]2[C:4]2[CH:5]=[CH:6][C:7]([F:8])=[C:2]([F:1])[CH:3]=2)=[O:20])=[CH:27][CH:26]=1)([O-:30])=[O:29]. The catalyst class is: 1. (3) Reactant: [F:1][C:2]([F:13])([F:12])[CH2:3][O:4][C:5]1[CH:10]=[CH:9][CH:8]=[CH:7][C:6]=1[OH:11].C(=O)([O-])[O-].[K+].[K+].Cl[CH2:21][CH2:22][OH:23]. Product: [F:1][C:2]([F:12])([F:13])[CH2:3][O:4][C:5]1[CH:10]=[CH:9][CH:8]=[CH:7][C:6]=1[O:11][CH2:21][CH2:22][OH:23]. The catalyst class is: 9. (4) The catalyst class is: 79. Product: [Cl:1][C:2]1[CH:3]=[C:4]([NH:5][C:23](=[O:24])[CH2:22][CH2:21][C:15]2[CH:20]=[CH:19][CH:18]=[CH:17][CH:16]=2)[CH:6]=[CH:7][CH:8]=1. Reactant: [Cl:1][C:2]1[CH:3]=[C:4]([CH:6]=[CH:7][CH:8]=1)[NH2:5].N1C=CC=CC=1.[C:15]1([CH2:21][CH2:22][C:23](Cl)=[O:24])[CH:20]=[CH:19][CH:18]=[CH:17][CH:16]=1. (5) Reactant: C(OC(=O)[NH:7][C:8]1[CH:13]=[C:12](OCC(F)(F)F)[C:11]([C:20]([F:23])([F:22])[F:21])=[CH:10][C:9]=1[NH:24][C:25](=[O:44])[CH2:26][C:27]([C:29]1[CH:34]=[CH:33][CH:32]=[C:31]([C:35]2[C:40]([CH2:41][CH3:42])=[CH:39][N:38]=[C:37]([CH3:43])[CH:36]=2)[CH:30]=1)=O)(C)(C)C.[C:46](O)([C:48]([F:51])([F:50])[F:49])=[O:47]. Product: [CH2:41]([C:40]1[C:35]([C:31]2[CH:30]=[C:29]([C:27]3[CH2:26][C:25](=[O:44])[NH:24][C:9]4[CH:10]=[C:11]([C:20]([F:23])([F:22])[F:21])[C:12]([O:47][CH2:46][C:48]([F:51])([F:50])[F:49])=[CH:13][C:8]=4[N:7]=3)[CH:34]=[CH:33][CH:32]=2)=[CH:36][C:37]([CH3:43])=[N:38][CH:39]=1)[CH3:42]. The catalyst class is: 2. (6) Reactant: [Br:1][C:2]1[CH:3]=[CH:4][C:5]([NH:12][C:13](=[O:25])[CH2:14][C:15]2[CH:20]=[CH:19][CH:18]=[C:17]([C:21]([F:24])([F:23])[F:22])[CH:16]=2)=[C:6]([CH:11]=1)[C:7](OC)=[O:8].C[Si]([N-][Si](C)(C)C)(C)C.[K+]. The catalyst class is: 20. Product: [Br:1][C:2]1[CH:11]=[C:6]2[C:5](=[CH:4][CH:3]=1)[NH:12][C:13](=[O:25])[C:14]([C:15]1[CH:20]=[CH:19][CH:18]=[C:17]([C:21]([F:22])([F:24])[F:23])[CH:16]=1)=[C:7]2[OH:8].